Dataset: Full USPTO retrosynthesis dataset with 1.9M reactions from patents (1976-2016). Task: Predict the reactants needed to synthesize the given product. (1) Given the product [CH3:24][O:23][C:17]1[CH:16]=[C:15]([CH2:14][CH2:13][NH:8][CH2:9][C:10]([NH2:12])=[O:11])[CH:20]=[CH:19][C:18]=1[O:21][CH3:22], predict the reactants needed to synthesize it. The reactants are: C([N:8]([CH2:13][CH2:14][C:15]1[CH:20]=[CH:19][C:18]([O:21][CH3:22])=[C:17]([O:23][CH3:24])[CH:16]=1)[CH2:9][C:10]([NH2:12])=[O:11])C1C=CC=CC=1. (2) Given the product [CH3:6][CH:5]([CH3:7])[C@H:4]([NH:8][S:9]([C:12]1[CH:13]=[CH:14][C:15]([C:18]2[CH:19]=[CH:20][C:21]([NH:24][C:25]([C:27]3[O:28][C:29]4[CH:36]=[CH:35][CH:34]=[C:33]([C:37]5[CH:38]=[CH:39][N:40]=[CH:41][CH:42]=5)[C:30]=4[C:31]=3[CH3:32])=[O:26])=[CH:22][CH:23]=2)=[CH:16][CH:17]=1)(=[O:11])=[O:10])[C:3]([OH:43])=[O:2], predict the reactants needed to synthesize it. The reactants are: C[O:2][C:3](=[O:43])[C@@H:4]([NH:8][S:9]([C:12]1[CH:17]=[CH:16][C:15]([C:18]2[CH:23]=[CH:22][C:21]([NH:24][C:25]([C:27]3[O:28][C:29]4[CH:36]=[CH:35][CH:34]=[C:33]([C:37]5[CH:42]=[CH:41][N:40]=[CH:39][CH:38]=5)[C:30]=4[C:31]=3[CH3:32])=[O:26])=[CH:20][CH:19]=2)=[CH:14][CH:13]=1)(=[O:11])=[O:10])[CH:5]([CH3:7])[CH3:6].[Li+].[OH-]. (3) Given the product [NH2:1][C:2]1[N:7]=[C:6]([NH:20][CH2:21][C:22]2[C:27]([Cl:28])=[CH:26][C:25]([C:29]([F:32])([F:31])[F:30])=[CH:24][N:23]=2)[C:5]([C:11]#[N:12])=[C:4]([C:13]2[O:14][C:15]([CH3:18])=[CH:16][CH:17]=2)[N:3]=1, predict the reactants needed to synthesize it. The reactants are: [NH2:1][C:2]1[N:7]=[C:6](S(C)=O)[C:5]([C:11]#[N:12])=[C:4]([C:13]2[O:14][C:15]([CH3:18])=[CH:16][CH:17]=2)[N:3]=1.Cl.[NH2:20][CH2:21][C:22]1[C:27]([Cl:28])=[CH:26][C:25]([C:29]([F:32])([F:31])[F:30])=[CH:24][N:23]=1.C1CCN2C(=NCCC2)CC1. (4) The reactants are: C[C@@H]1CC[C@H](OC2C([C:22]([F:25])([F:24])[F:23])=C3C(=CC=2)C=C(C(O)=O)C=C3)CC1.I[C:27]1[C:36]([O:37][C@H:38]2[CH2:43][CH2:42][C@@H:41]([C:44]([F:47])([F:46])[F:45])[CH2:40][CH2:39]2)=[CH:35][CH:34]=[C:33]2[C:28]=1[CH:29]=[CH:30][C:31]([CH2:48][C:49]([O:51]C)=[O:50])=[CH:32]2. Given the product [F:23][C:22]([F:25])([F:24])[C:27]1[C:36]([O:37][C@H:38]2[CH2:43][CH2:42][C@@H:41]([C:44]([F:47])([F:45])[F:46])[CH2:40][CH2:39]2)=[CH:35][CH:34]=[C:33]2[C:28]=1[CH:29]=[CH:30][C:31]([CH2:48][C:49]([OH:51])=[O:50])=[CH:32]2, predict the reactants needed to synthesize it. (5) Given the product [C:25]([C:14]1[C:13]2[C:18](=[CH:19][C:20]([O:21][CH3:22])=[C:11](/[C:8](/[CH2:9][CH3:10])=[C:2](/[F:1])\[CH2:3][OH:4])[CH:12]=2)[O:17][C:16]([CH3:23])([CH3:24])[CH:15]=1)([CH3:28])([CH3:26])[CH3:27], predict the reactants needed to synthesize it. The reactants are: [F:1][C:2](=[C:8]([C:11]1[CH:12]=[C:13]2[C:18](=[CH:19][C:20]=1[O:21][CH3:22])[O:17][C:16]([CH3:24])([CH3:23])[CH:15]=[C:14]2[C:25]([CH3:28])([CH3:27])[CH3:26])[CH2:9][CH3:10])[C:3](OCC)=[O:4].F/C(=C(/C1C=C2C(=CC=1OC)OC(C)(C)C=C2C(C)(C)C)\CC)/C(OCC)=O.[H-].C([Al+]CC(C)C)C(C)C.